From a dataset of Reaction yield outcomes from USPTO patents with 853,638 reactions. Predict the reaction yield, written as a fraction of the theoretical maximum amount of product (1.0 means a 100% yield; for example, 0.34 means a 34% yield). The reactants are [Br:1][C:2]1[CH:3]=[C:4]2[C:9](=[C:10]([O:12][CH3:13])[CH:11]=1)[N:8]=[C:7]([C:14]1[CH:19]=[N:18][CH:17]=[CH:16][N:15]=1)[N:6]=[C:5]2O.F[P-](F)(F)(F)(F)F.[N:28]1(O[P+](N(C)C)(N(C)C)N(C)C)[C:32]2C=CC=CC=2N=N1.C1CCN2C(=NCCC2)CC1.CN.O. The catalyst is CN(C=O)C.O. The product is [Br:1][C:2]1[CH:3]=[C:4]2[C:9](=[C:10]([O:12][CH3:13])[CH:11]=1)[N:8]=[C:7]([C:14]1[CH:19]=[N:18][CH:17]=[CH:16][N:15]=1)[N:6]=[C:5]2[NH:28][CH3:32]. The yield is 0.895.